This data is from Peptide-MHC class I binding affinity with 185,985 pairs from IEDB/IMGT. The task is: Regression. Given a peptide amino acid sequence and an MHC pseudo amino acid sequence, predict their binding affinity value. This is MHC class I binding data. The peptide sequence is AQNLWVTVY. The MHC is Mamu-A11 with pseudo-sequence Mamu-A11. The binding affinity (normalized) is 0.123.